Task: Binary Classification. Given a T-cell receptor sequence (or CDR3 region) and an epitope sequence, predict whether binding occurs between them.. Dataset: TCR-epitope binding with 47,182 pairs between 192 epitopes and 23,139 TCRs (1) The epitope is KRWIILGLNK. The TCR CDR3 sequence is CASSLGQGVTEAFF. Result: 0 (the TCR does not bind to the epitope). (2) The epitope is FLPRVFSAV. The TCR CDR3 sequence is CASSFLVKDTQYF. Result: 1 (the TCR binds to the epitope). (3) The epitope is YEGNSPFHPL. The TCR CDR3 sequence is CASSRTGLAGESSTDTQYF. Result: 0 (the TCR does not bind to the epitope). (4) The epitope is RQLLFVVEV. The TCR CDR3 sequence is CASSHDRSSYEQYF. Result: 1 (the TCR binds to the epitope). (5) The epitope is ITEEVGHTDLMAAY. The TCR CDR3 sequence is CASSFSWTGFYEQYF. Result: 1 (the TCR binds to the epitope). (6) The epitope is KPLEFGATSAAL. The TCR CDR3 sequence is CASSPTSGEETQYF. Result: 1 (the TCR binds to the epitope). (7) The epitope is MPASWVMRI. The TCR CDR3 sequence is CASSLGLAGSDTQYF. Result: 1 (the TCR binds to the epitope).